This data is from Reaction yield outcomes from USPTO patents with 853,638 reactions. The task is: Predict the reaction yield, written as a fraction of the theoretical maximum amount of product (1.0 means a 100% yield; for example, 0.34 means a 34% yield). (1) The reactants are [F:1][CH:2]([F:24])[CH2:3][N:4]1[C:13]2[C:8](=[CH:9][C:10]([NH:15]C(=O)OC(C)(C)C)=[C:11]([CH3:14])[CH:12]=2)[CH2:7][CH2:6][C:5]1=[O:23].Cl.O1CCOCC1.C(=O)([O-])O.[Na+]. The catalyst is ClCCl. The yield is 0.880. The product is [NH2:15][C:10]1[CH:9]=[C:8]2[C:13](=[CH:12][C:11]=1[CH3:14])[N:4]([CH2:3][CH:2]([F:24])[F:1])[C:5](=[O:23])[CH2:6][CH2:7]2. (2) The reactants are [F:1][C:2]1[CH:3]=[CH:4][C:5]([C:32]([F:35])([F:34])[F:33])=[C:6]([CH:31]=1)[C:7]([N:9]1[CH2:14][CH2:13][N:12]([C:15](=[O:30])[CH2:16][NH:17][CH2:18][C:19]2[CH:24]=[CH:23][C:22]([C:25]3[CH:29]=[CH:28][S:27][CH:26]=3)=[CH:21][CH:20]=2)[CH2:11][CH2:10]1)=[O:8].[ClH:36]. No catalyst specified. The product is [ClH:36].[F:1][C:2]1[CH:3]=[CH:4][C:5]([C:32]([F:33])([F:35])[F:34])=[C:6]([CH:31]=1)[C:7]([N:9]1[CH2:14][CH2:13][N:12]([C:15](=[O:30])[CH2:16][NH:17][CH2:18][C:19]2[CH:20]=[CH:21][C:22]([C:25]3[CH:29]=[CH:28][S:27][CH:26]=3)=[CH:23][CH:24]=2)[CH2:11][CH2:10]1)=[O:8]. The yield is 0.672. (3) The yield is 0.710. The reactants are [Br:1][C:2]1[C:3]([F:12])=[C:4]2[C:10]([NH2:11])=[CH:9][NH:8][C:5]2=[N:6][CH:7]=1.[CH:13]1([C:17](O)=[O:18])[CH2:16][CH2:15][CH2:14]1.C(N(CC)CC)C.C1N(P(Cl)(N2C(=O)OCC2)=O)C(=O)OC1.O[Li].O. The product is [Br:1][C:2]1[C:3]([F:12])=[C:4]2[C:10]([NH:11][C:17]([CH:13]3[CH2:16][CH2:15][CH2:14]3)=[O:18])=[CH:9][NH:8][C:5]2=[N:6][CH:7]=1. The catalyst is C(Cl)Cl.O. (4) The reactants are Cl.[NH2:2][CH2:3][C:4]([O:6][CH3:7])=[O:5].CCN(C(C)C)C(C)C.[C:17](Cl)(=[O:28])[O:18][C:19]1[CH:24]=[CH:23][C:22]([N+:25]([O-:27])=[O:26])=[CH:21][CH:20]=1. The catalyst is C(Cl)Cl. The product is [N+:25]([C:22]1[CH:23]=[CH:24][C:19]([O:18][C:17]([NH:2][CH2:3][C:4]([O:6][CH3:7])=[O:5])=[O:28])=[CH:20][CH:21]=1)([O-:27])=[O:26]. The yield is 0.840.